This data is from Catalyst prediction with 721,799 reactions and 888 catalyst types from USPTO. The task is: Predict which catalyst facilitates the given reaction. (1) Product: [OH-:42].[NH4+:5].[Cl:36][C:37]1[CH:45]=[CH:44][C:40]([C:41]([N:22]2[CH2:21][CH2:20][C:19]([CH2:18][CH2:17][N:16]3[C@H:11]4[CH2:12][CH2:13][C@@H:14]3[CH2:15][CH:9]([N:8]3[C:7]5[CH:32]=[CH:33][CH:34]=[CH:35][C:6]=5[N:5]=[C:4]3[CH3:3])[CH2:10]4)([C:25]3[CH:30]=[CH:29][CH:28]=[CH:27][C:26]=3[CH3:31])[CH2:24][CH2:23]2)=[O:43])=[CH:39][C:38]=1[S:46]([NH2:47])(=[O:49])=[O:48]. The catalyst class is: 35. Reactant: Cl.Cl.[CH3:3][C:4]1[N:8]([CH:9]2[CH2:15][CH:14]3[N:16]([CH2:17][CH2:18][C:19]4([C:25]5[CH:30]=[CH:29][CH:28]=[CH:27][C:26]=5[CH3:31])[CH2:24][CH2:23][NH:22][CH2:21][CH2:20]4)[CH:11]([CH2:12][CH2:13]3)[CH2:10]2)[C:7]2[CH:32]=[CH:33][CH:34]=[CH:35][C:6]=2[N:5]=1.[Cl:36][C:37]1[CH:45]=[CH:44][C:40]([C:41]([OH:43])=[O:42])=[CH:39][C:38]=1[S:46](=[O:49])(=[O:48])[NH2:47].C(N(CC)CC)C.F[P-](F)(F)(F)(F)F.N1(OC(N(C)C)=[N+](C)C)C2N=CC=CC=2N=N1. (2) Reactant: [Cl:1][C:2]1[CH:3]=[C:4]([C:10]2[C:11]([CH3:31])=[N:12][N:13]([CH2:16][C:17]3[CH:22]=[CH:21][C:20]([C:23]([NH:25][CH2:26][C:27]([O:29]C)=[O:28])=[O:24])=[CH:19][CH:18]=3)[C:14]=2[CH3:15])[CH:5]=[CH:6][C:7]=1[C:8]#[N:9].[OH-].[Na+].Cl.[Cl-].[Na+]. Product: [Cl:1][C:2]1[CH:3]=[C:4]([C:10]2[C:11]([CH3:31])=[N:12][N:13]([CH2:16][C:17]3[CH:22]=[CH:21][C:20]([C:23]([NH:25][CH2:26][C:27]([OH:29])=[O:28])=[O:24])=[CH:19][CH:18]=3)[C:14]=2[CH3:15])[CH:5]=[CH:6][C:7]=1[C:8]#[N:9]. The catalyst class is: 5. (3) Reactant: [CH2:1]([O:4][C:5]1([CH3:34])[CH2:10][CH2:9][N:8]([C:11]2[N:16]3[N:17]=[C:18]([CH2:20]O)[CH:19]=[C:15]3[N:14]=[C:13]([CH3:22])[C:12]=2[C@H:23]([O:29][C:30]([CH3:33])([CH3:32])[CH3:31])[C:24]([O:26][CH2:27][CH3:28])=[O:25])[CH2:7][CH2:6]1)[CH:2]=[CH2:3].P([N:51]=[N+:52]=[N-:53])(=O)(OC1C=CC=CC=1)OC1C=CC=CC=1.C1CCN2C(=NCCC2)CC1. Product: [CH2:1]([O:4][C:5]1([CH3:34])[CH2:10][CH2:9][N:8]([C:11]2[N:16]3[N:17]=[C:18]([CH2:20][N:51]=[N+:52]=[N-:53])[CH:19]=[C:15]3[N:14]=[C:13]([CH3:22])[C:12]=2[C@H:23]([O:29][C:30]([CH3:33])([CH3:32])[CH3:31])[C:24]([O:26][CH2:27][CH3:28])=[O:25])[CH2:7][CH2:6]1)[CH:2]=[CH2:3]. The catalyst class is: 691. (4) Reactant: C([NH:4][C:5]1[S:6][C:7]([C:10]2[NH:11][C:12]([CH3:29])=[C:13]([C:24]([O:26][CH2:27][CH3:28])=[O:25])[CH:14]([C:16]3[CH:21]=[CH:20][C:19]([F:22])=[CH:18][C:17]=3[Cl:23])[N:15]=2)=[CH:8][N:9]=1)(=O)C.Cl. Product: [NH2:4][C:5]1[S:6][C:7]([C:10]2[NH:11][C:12]([CH3:29])=[C:13]([C:24]([O:26][CH2:27][CH3:28])=[O:25])[CH:14]([C:16]3[CH:21]=[CH:20][C:19]([F:22])=[CH:18][C:17]=3[Cl:23])[N:15]=2)=[CH:8][N:9]=1. The catalyst class is: 8. (5) Reactant: [Br:1][C:2]1[C:3]([F:18])=[C:4]([N+:15]([O-])=O)[C:5]([I:14])=[C:6]([C:8]2[CH:13]=[CH:12][CH:11]=[CH:10][N:9]=2)[CH:7]=1.[NH4+].[Cl-]. Product: [Br:1][C:2]1[C:3]([F:18])=[C:4]([C:5]([I:14])=[C:6]([C:8]2[CH:13]=[CH:12][CH:11]=[CH:10][N:9]=2)[CH:7]=1)[NH2:15]. The catalyst class is: 415. (6) Reactant: [CH:1]1([C:4]2[O:8][N:7]=[C:6]([C:9]([OH:11])=O)[CH:5]=2)[CH2:3][CH2:2]1.C(Cl)(=O)C(Cl)=O.[N-:18]=[N+:19]=[N-:20].[Na+]. Product: [CH:1]1([C:4]2[O:8][N:7]=[C:6]([C:9]([N:18]=[N+:19]=[N-:20])=[O:11])[CH:5]=2)[CH2:3][CH2:2]1. The catalyst class is: 638. (7) Reactant: [H-].[Al+3].[Li+].[H-].[H-].[H-].[CH2:7]([P:9]([CH2:16][CH:17]([C:19]#[N:20])[CH3:18])(=[O:15])[O:10][CH2:11][CH2:12][CH2:13][CH3:14])[CH3:8].O. Product: [CH2:7]([P:9]([CH2:16][CH:17]([CH3:18])[CH2:19][NH2:20])(=[O:15])[O:10][CH2:11][CH2:12][CH2:13][CH3:14])[CH3:8]. The catalyst class is: 27.